This data is from Drug-target binding data from BindingDB using IC50 measurements. The task is: Regression. Given a target protein amino acid sequence and a drug SMILES string, predict the binding affinity score between them. We predict pIC50 (pIC50 = -log10(IC50 in M); higher means more potent). Dataset: bindingdb_ic50. The compound is Cc1cc(C)cc(CC(NC(=O)C(c2ccccc2)c2ccccc2)C(=O)NCC#N)c1. The target protein (P28293) has sequence MQPLLLLLTFILLQGDEAGKIIGGREARPHSYPYMAFLLIQSPEGLSACGGFLVREDFVLTAAHCLGSSINVTLGAHNIQMRERTQQLITVLRAIRHPDYNPQNIRNDIMLLQLRRRARRSGSVKPVALPQASKKLQPGDLCTVAGWGRVSQSRGTNVLQEVQLRVQMDQMCANRFQFYNSQTQICVGNPRERKSAFRGDSGGPLVCSNVAQGIVSYGSNNGNPPAVFTKIQSFMPWIKRTMRRFAPRYQRPANSLSQAQT. The pIC50 is 4.3.